Dataset: Reaction yield outcomes from USPTO patents with 853,638 reactions. Task: Predict the reaction yield, written as a fraction of the theoretical maximum amount of product (1.0 means a 100% yield; for example, 0.34 means a 34% yield). (1) The reactants are [OH:1][NH:2][C:3]([CH:5]1[C:10]([CH3:12])([CH3:11])[S:9][CH2:8][CH2:7][N:6]1[S:13]([C:16]1[CH:35]=[CH:34][C:19]([O:20][CH2:21][C:22]#[C:23][CH2:24][CH2:25][NH:26]C(=O)OC(C)(C)C)=[CH:18][CH:17]=1)(=[O:15])=[O:14])=[O:4].FC(F)(F)C(O)=O. The catalyst is ClCCl. The product is [NH2:26][CH2:25][CH2:24][C:23]#[C:22][CH2:21][O:20][C:19]1[CH:34]=[CH:35][C:16]([S:13]([N:6]2[CH2:7][CH2:8][S:9][C:10]([CH3:12])([CH3:11])[CH:5]2[C:3]([NH:2][OH:1])=[O:4])(=[O:14])=[O:15])=[CH:17][CH:18]=1. The yield is 0.790. (2) The reactants are [C:1]([C:5]1[O:9][N:8]=[C:7]([NH:10][C:11]([NH:13][C:14]2[CH:19]=[CH:18][CH:17]=[C:16]([S:20][C:21]3[C:30]4[C:25](=[CH:26][C:27]([O:33][CH2:34][CH2:35][CH2:36]Cl)=[C:28]([O:31][CH3:32])[CH:29]=4)[N:24]=[CH:23][N:22]=3)[CH:15]=2)=[O:12])[CH:6]=1)([CH3:4])([CH3:3])[CH3:2].[NH:38]1[CH2:42][CH2:41][CH2:40][CH2:39]1. No catalyst specified. The product is [C:1]([C:5]1[O:9][N:8]=[C:7]([NH:10][C:11]([NH:13][C:14]2[CH:19]=[CH:18][CH:17]=[C:16]([S:20][C:21]3[C:30]4[C:25](=[CH:26][C:27]([O:33][CH2:34][CH2:35][CH2:36][N:38]5[CH2:42][CH2:41][CH2:40][CH2:39]5)=[C:28]([O:31][CH3:32])[CH:29]=4)[N:24]=[CH:23][N:22]=3)[CH:15]=2)=[O:12])[CH:6]=1)([CH3:4])([CH3:3])[CH3:2]. The yield is 0.0600.